This data is from Full USPTO retrosynthesis dataset with 1.9M reactions from patents (1976-2016). The task is: Predict the reactants needed to synthesize the given product. (1) Given the product [CH2:1]([O:8][C:9](=[O:23])[CH:10]([NH:11][C:16]([O:18][C:19]([CH3:22])([CH3:21])[CH3:20])=[O:17])[CH2:14][CH2:13][C:12](=[O:15])[CH:24]=[CH2:25])[C:2]1[CH:7]=[CH:6][CH:5]=[CH:4][CH:3]=1, predict the reactants needed to synthesize it. The reactants are: [CH2:1]([O:8][C:9](=[O:23])[C@@H:10]1[CH2:14][CH2:13][C:12](=[O:15])[N:11]1[C:16]([O:18][C:19]([CH3:22])([CH3:21])[CH3:20])=[O:17])[C:2]1[CH:7]=[CH:6][CH:5]=[CH:4][CH:3]=1.[CH:24]([Mg]Br)=[CH2:25]. (2) The reactants are: F[C:2]1([O:9][C:10]#[C:11][CH3:12])[CH:7]=[C:6]([F:8])[CH:5]=[CH:4][CH2:3]1.[Br:13]C1C=CC(F)=CC=1O. Given the product [Br:13][C:3]1[CH:4]=[CH:5][C:6]([F:8])=[CH:7][C:2]=1[O:9][CH2:10][C:11]#[CH:12], predict the reactants needed to synthesize it. (3) Given the product [CH3:32][O:31][C:28]1[CH:29]=[CH:30][C:25]([C:24]([O:23][CH3:22])=[O:34])=[CH:26][C:27]=1[O:33][C:17]1[CH:16]=[CH:15][C:12]2[CH2:13][CH2:14][N:8]([C:6]([O:5][C:2]([CH3:4])([CH3:3])[CH3:1])=[O:7])[CH2:9][CH2:10][C:11]=2[CH:18]=1, predict the reactants needed to synthesize it. The reactants are: [CH3:1][C:2]([O:5][C:6]([N:8]1[CH2:14][CH2:13][C:12]2[CH:15]=[CH:16][C:17](B(O)O)=[CH:18][C:11]=2[CH2:10][CH2:9]1)=[O:7])([CH3:4])[CH3:3].[CH3:22][O:23][C:24](=[O:34])[C:25]1[CH:30]=[CH:29][C:28]([O:31][CH3:32])=[C:27]([OH:33])[CH:26]=1. (4) The reactants are: [NH:1](C(OCC1C2C(=CC=CC=2)C2C1=CC=CC=2)=O)[C@H:2]([C:10]([NH:12][C:13]1[CH:22]=[C:21]2[C:16]([C:17]([CH3:24])=[CH:18][C:19](=[O:23])[O:20]2)=[CH:15][CH:14]=1)=[O:11])[CH2:3][CH2:4][CH2:5][NH:6][C:7]([NH2:9])=[O:8].C(S)CCCCCCC.C1CCN2C(=NCCC2)CC1. Given the product [NH2:1][C@H:2]([C:10]([NH:12][C:13]1[CH:22]=[C:21]2[C:16]([C:17]([CH3:24])=[CH:18][C:19](=[O:23])[O:20]2)=[CH:15][CH:14]=1)=[O:11])[CH2:3][CH2:4][CH2:5][NH:6][C:7]([NH2:9])=[O:8], predict the reactants needed to synthesize it. (5) Given the product [F:26][CH:27]([F:44])[N:28]1[C:32]([CH3:33])=[C:31]([C:2]2[C:3]([CH3:25])=[C:4]([CH:21]=[CH:22][C:23]=2[CH3:24])[CH2:5][NH:6][C:7]2[CH:20]=[CH:19][C:10]3[C@H:11]([CH2:14][C:15]([O:17][CH3:18])=[O:16])[CH2:12][O:13][C:9]=3[CH:8]=2)[C:30]([CH3:43])=[N:29]1, predict the reactants needed to synthesize it. The reactants are: Br[C:2]1[C:3]([CH3:25])=[C:4]([CH:21]=[CH:22][C:23]=1[CH3:24])[CH2:5][NH:6][C:7]1[CH:20]=[CH:19][C:10]2[C@H:11]([CH2:14][C:15]([O:17][CH3:18])=[O:16])[CH2:12][O:13][C:9]=2[CH:8]=1.[F:26][CH:27]([F:44])[N:28]1[C:32]([CH3:33])=[C:31](B2OC(C)(C)C(C)(C)O2)[C:30]([CH3:43])=[N:29]1. (6) Given the product [CH2:1]([C:14]1([OH:13])[CH:19]([OH:20])[CH2:18][CH:17]([C:21]2[CH:26]=[CH:25][N:24]=[CH:23][C:22]=2[N+:27]([O-:29])=[O:28])[O:16][CH:15]1[CH3:30])[CH3:2], predict the reactants needed to synthesize it. The reactants are: [CH2:1](CNCCSP(O)(O)=O)[CH2:2]N.[OH:13][CH:14]1[C:19](=[O:20])[CH2:18][CH:17]([C:21]2[CH:26]=[CH:25][N:24]=[CH:23][C:22]=2[N+:27]([O-:29])=[O:28])[O:16][CH:15]1[CH3:30].[BH4-].[Na+]. (7) Given the product [C@H:1]1([NH:11][C:12]([C@@H:14]2[CH:18]=[C:17]([O:19][S:20]([C:23]([F:26])([F:24])[F:25])(=[O:22])=[O:21])[CH2:16][N:15]2[C:27]([O:29][C:46]([CH3:49])([CH3:48])[CH3:47])=[O:28])=[O:13])[C:10]2[C:5](=[CH:6][CH:7]=[CH:8][CH:9]=2)[CH2:4][CH2:3][CH2:2]1, predict the reactants needed to synthesize it. The reactants are: [C@H:1]1([NH:11][C:12]([C@@H:14]2[CH:18]=[C:17]([O:19][S:20]([C:23]([F:26])([F:25])[F:24])(=[O:22])=[O:21])[CH2:16][N:15]2[C:27]([O:29]CC2C=CC=CC=2)=[O:28])=[O:13])[C:10]2[C:5](=[CH:6][CH:7]=[CH:8][CH:9]=2)[CH2:4][CH2:3][CH2:2]1.O=C1CN(C(O[C:46]([CH3:49])([CH3:48])[CH3:47])=O)[C@H](C(=O)N[C@H]2C3C(=CC=CC=3)CCC2)C1. (8) Given the product [N:2]1[CH:7]=[CH:6][CH:5]=[C:4]([O:8][CH2:9][C:10]([N:12]2[CH2:21][CH2:20][C:19]3[C:14](=[CH:15][CH:16]=[C:17]([NH:22][S:23]([CH:26]4[CH2:27][CH2:28][NH:29][CH2:30][CH2:31]4)(=[O:25])=[O:24])[CH:18]=3)[CH2:13]2)=[O:11])[CH:3]=1, predict the reactants needed to synthesize it. The reactants are: Cl.[N:2]1[CH:7]=[CH:6][CH:5]=[C:4]([O:8][CH2:9][C:10]([N:12]2[CH2:21][CH2:20][C:19]3[C:14](=[CH:15][CH:16]=[C:17]([NH:22][S:23]([CH:26]4[CH2:31][CH2:30][N:29](C(OC(C)(C)C)=O)[CH2:28][CH2:27]4)(=[O:25])=[O:24])[CH:18]=3)[CH2:13]2)=[O:11])[CH:3]=1. (9) Given the product [C:1]([CH2:3][C:9]1([C:16]#[N:17])[CH2:13][CH2:12][C:11]([CH3:14])([CH3:15])[CH2:10]1)#[N:2], predict the reactants needed to synthesize it. The reactants are: [C:1](/[C:3](=[C:9]1\[CH2:10][C:11]([CH3:15])([CH3:14])[CH2:12][CH2:13]\1)/C(OCC)=O)#[N:2].[C-:16]#[N:17].[Na+].